From a dataset of Reaction yield outcomes from USPTO patents with 853,638 reactions. Predict the reaction yield, written as a fraction of the theoretical maximum amount of product (1.0 means a 100% yield; for example, 0.34 means a 34% yield). (1) The reactants are Br[CH2:2][C:3]1[C:4]([I:10])=[CH:5][C:6]([F:9])=[N:7][CH:8]=1.[N-:11]=[N+:12]=[N-:13].[Na+]. The catalyst is CN(C)C=O.C(Cl)(Cl)Cl. The product is [N:11]([CH2:2][C:3]1[C:4]([I:10])=[CH:5][C:6]([F:9])=[N:7][CH:8]=1)=[N+:12]=[N-:13]. The yield is 0.820. (2) The reactants are [N:1]1([C:6]#[N:7])[CH2:5][CH2:4][CH2:3][CH2:2]1.[Cl:8][CH:9]([Cl:13])C(Cl)=O.[CH3:14][NH:15][NH2:16].[CH2:17](Cl)Cl. No catalyst specified. The product is [Cl:8][CH:9]([Cl:13])[C:14]1[N:7]=[C:6]([N:1]2[CH2:5][CH2:4][CH2:3][CH2:2]2)[N:16]([CH3:17])[N:15]=1. The yield is 0.710. (3) The reactants are [Cl:1][C:2]1[C:6]([NH:7][C:8](=[O:10])[CH3:9])=[CH:5][N:4]([C:11]2[CH:12]=[N:13][CH:14]=[CH:15][CH:16]=2)[N:3]=1.O1CC[CH2:19][CH2:18]1.CC(C)([O-])C.[Na+].BrCC. The catalyst is C(OCC)(=O)C.O.ClCCl. The product is [Cl:1][C:2]1[C:6]([N:7]([CH2:18][CH3:19])[C:8](=[O:10])[CH3:9])=[CH:5][N:4]([C:11]2[CH:12]=[N:13][CH:14]=[CH:15][CH:16]=2)[N:3]=1. The yield is 0.740.